From a dataset of Full USPTO retrosynthesis dataset with 1.9M reactions from patents (1976-2016). Predict the reactants needed to synthesize the given product. (1) Given the product [Cl:21][C:15]1[CH:16]=[CH:17][CH:18]=[C:19]([Cl:20])[C:14]=1[N:13]=[C:11]1[NH:10][CH:5]2[CH2:6][CH2:7][CH2:8][CH2:9][CH:4]2[NH:3]1, predict the reactants needed to synthesize it. The reactants are: [OH-].[Na+].[NH2:3][CH:4]1[CH2:9][CH2:8][CH2:7][CH2:6][CH:5]1[NH:10][C:11]([NH:13][C:14]1[C:19]([Cl:20])=[CH:18][CH:17]=[CH:16][C:15]=1[Cl:21])=S.C1(C)C=CC(S(Cl)(=O)=O)=CC=1. (2) Given the product [O:1]1[C:5]2[CH:6]=[CH:7][CH:8]=[CH:9][C:4]=2[CH:3]=[C:2]1/[CH:10]=[CH:11]/[C:12]([N:19]1[CH2:24][CH2:23][CH:22]([C:25]([O:27][CH2:28][CH3:29])=[O:26])[CH2:21][CH2:20]1)=[O:14], predict the reactants needed to synthesize it. The reactants are: [O:1]1[C:5]2[CH:6]=[CH:7][CH:8]=[CH:9][C:4]=2[CH:3]=[C:2]1[CH:10]=[CH:11][C:12]([OH:14])=O.S(Cl)(Cl)=O.[NH:19]1[CH2:24][CH2:23][CH:22]([C:25]([O:27][CH2:28][CH3:29])=[O:26])[CH2:21][CH2:20]1.N1C=CC=CC=1. (3) Given the product [Cl:41][C:19]1[CH:20]=[CH:21][C:22]([C:24]2[CH2:28][C:27]([C:33]3[CH:34]=[C:35]([Cl:40])[CH:36]=[C:37]([Cl:39])[CH:38]=3)([C:29]([F:32])([F:30])[F:31])[O:26][N:25]=2)=[CH:23][C:18]=1[NH:10][NH:9][C:7](=[O:8])[C:6]1[CH:42]=[CH:43][C:3]([O:2][CH3:1])=[CH:4][CH:5]=1, predict the reactants needed to synthesize it. The reactants are: [CH3:1][O:2][C:3]1[CH:43]=[CH:42][C:6]([C:7]([NH:9][N:10]([C:18]2[CH:23]=[C:22]([C:24]3[CH2:28][C:27]([C:33]4[CH:38]=[C:37]([Cl:39])[CH:36]=[C:35]([Cl:40])[CH:34]=4)([C:29]([F:32])([F:31])[F:30])[O:26][N:25]=3)[CH:21]=[CH:20][C:19]=2[Cl:41])C(OC(C)(C)C)=O)=[O:8])=[CH:5][CH:4]=1.FC(F)(F)C(O)=O. (4) Given the product [CH3:13][O:14][C:15]1[CH:22]=[CH:21][CH:20]=[CH:19][C:16]=1[CH2:17][NH:18][C:2]1[CH:11]=[CH:10][C:9]2[C:4](=[CH:5][CH:6]=[C:7]([NH:30][CH2:29][C:27]3[N:26]=[CH:25][N:24]([CH3:23])[CH:28]=3)[CH:8]=2)[N:3]=1, predict the reactants needed to synthesize it. The reactants are: Cl[C:2]1[CH:11]=[CH:10][C:9]2[C:4](=[CH:5][CH:6]=[C:7](Cl)[CH:8]=2)[N:3]=1.[CH3:13][O:14][C:15]1[CH:22]=[CH:21][CH:20]=[CH:19][C:16]=1[CH2:17][NH2:18].[CH3:23][N:24]1[CH:28]=[C:27]([CH2:29][NH2:30])[N:26]=[CH:25]1. (5) Given the product [F:1][C:2]1[CH:7]=[CH:6][C:5]([C:8]#[C:9][C@H:10]([C@@H:12]2[N:16]([CH3:17])[C:15](=[O:18])[CH2:14][C@@H:13]2[C:19]2[CH:24]=[CH:23][CH:22]=[CH:21][CH:20]=2)[OH:11])=[CH:4][CH:3]=1.[F:1][C:2]1[CH:7]=[CH:6][C:5]([CH2:8][CH2:9][C@H:10]([C@@H:12]2[N:16]([CH3:17])[C:15](=[O:18])[CH2:14][C@@H:13]2[C:19]2[CH:24]=[CH:23][CH:22]=[CH:21][CH:20]=2)[OH:11])=[CH:4][CH:3]=1, predict the reactants needed to synthesize it. The reactants are: [F:1][C:2]1[CH:7]=[CH:6][C:5]([C:8]#[CH:9])=[CH:4][CH:3]=1.[CH:10]([C@@H:12]1[N:16]([CH3:17])[C:15](=[O:18])[CH2:14][C@@H:13]1[C:19]1[CH:24]=[CH:23][CH:22]=[CH:21][CH:20]=1)=[O:11]. (6) Given the product [CH3:1][O:2][C:3]1[CH:4]=[C:5]([NH:11][C:12]2[C:13]3[N:29]=[CH:28][S:27][C:14]=3[N:15]=[C:16]([C:18]3[CH:19]=[C:20]([CH:24]=[CH:25][CH:26]=3)[C:21]([NH:39][C:35]3[CH:34]=[C:33]4[C:38](=[CH:37][CH:36]=3)[NH:30][N:31]=[CH:32]4)=[O:22])[N:17]=2)[CH:6]=[CH:7][C:8]=1[O:9][CH3:10], predict the reactants needed to synthesize it. The reactants are: [CH3:1][O:2][C:3]1[CH:4]=[C:5]([NH:11][C:12]2[C:13]3[N:29]=[CH:28][S:27][C:14]=3[N:15]=[C:16]([C:18]3[CH:19]=[C:20]([CH:24]=[CH:25][CH:26]=3)[C:21](O)=[O:22])[N:17]=2)[CH:6]=[CH:7][C:8]=1[O:9][CH3:10].[NH:30]1[C:38]2[C:33](=[CH:34][C:35]([NH2:39])=[CH:36][CH:37]=2)[CH:32]=[N:31]1.CCN=C=NCCCN(C)C.CN1C=CN=C1. (7) Given the product [CH3:1][O:2][C:3]1[CH:4]=[C:5]2[C:10](=[CH:11][C:12]=1[O:13][CH3:14])[N:9]=[CH:8][CH:7]=[C:6]2[O:15][C:16]1[C:22]([CH3:23])=[CH:21][C:19]([NH:20][C:29](=[O:35])[O:28][CH2:26][CH2:38][CH2:37][N:39]([CH2:44][CH3:45])[CH2:40][CH3:41])=[C:18]([CH3:24])[CH:17]=1, predict the reactants needed to synthesize it. The reactants are: [CH3:1][O:2][C:3]1[CH:4]=[C:5]2[C:10](=[CH:11][C:12]=1[O:13][CH3:14])[N:9]=[CH:8][CH:7]=[C:6]2[O:15][C:16]1[C:22]([CH3:23])=[CH:21][C:19]([NH2:20])=[C:18]([CH3:24])[CH:17]=1.Cl[C:26](Cl)([O:28][C:29](=[O:35])OC(Cl)(Cl)Cl)Cl.[CH2:37]([N:39]([CH2:44][CH3:45])[CH2:40][CH2:41]CO)[CH3:38].C(=O)(O)[O-].[Na+].